Dataset: NCI-60 drug combinations with 297,098 pairs across 59 cell lines. Task: Regression. Given two drug SMILES strings and cell line genomic features, predict the synergy score measuring deviation from expected non-interaction effect. (1) Drug 1: COC1=CC(=CC(=C1O)OC)C2C3C(COC3=O)C(C4=CC5=C(C=C24)OCO5)OC6C(C(C7C(O6)COC(O7)C8=CC=CS8)O)O. Drug 2: C1CN(CCN1C(=O)CCBr)C(=O)CCBr. Cell line: M14. Synergy scores: CSS=28.2, Synergy_ZIP=-1.97, Synergy_Bliss=6.10, Synergy_Loewe=-9.64, Synergy_HSA=2.31. (2) Drug 1: CN(C)N=NC1=C(NC=N1)C(=O)N. Drug 2: C1=CN(C=N1)CC(O)(P(=O)(O)O)P(=O)(O)O. Cell line: OVCAR-8. Synergy scores: CSS=6.14, Synergy_ZIP=0.645, Synergy_Bliss=1.77, Synergy_Loewe=-0.940, Synergy_HSA=-0.600. (3) Drug 1: CC1=C(C=C(C=C1)NC2=NC=CC(=N2)N(C)C3=CC4=NN(C(=C4C=C3)C)C)S(=O)(=O)N.Cl. Drug 2: CC1=C2C(C(=O)C3(C(CC4C(C3C(C(C2(C)C)(CC1OC(=O)C(C(C5=CC=CC=C5)NC(=O)OC(C)(C)C)O)O)OC(=O)C6=CC=CC=C6)(CO4)OC(=O)C)O)C)O. Cell line: OVCAR-5. Synergy scores: CSS=38.0, Synergy_ZIP=7.80, Synergy_Bliss=8.30, Synergy_Loewe=-36.6, Synergy_HSA=6.72.